Predict the reaction yield, written as a fraction of the theoretical maximum amount of product (1.0 means a 100% yield; for example, 0.34 means a 34% yield). From a dataset of Reaction yield outcomes from USPTO patents with 853,638 reactions. (1) The reactants are [F:1][C:2]1[CH:9]=[CH:8][C:7]([F:10])=[CH:6][C:3]=1[CH:4]=O.Cl.[NH2:12][OH:13].[OH-].[Na+].C(O)(=O)C. The catalyst is CCO.O. The product is [F:1][C:2]1[CH:9]=[CH:8][C:7]([F:10])=[CH:6][C:3]=1[CH:4]=[N:12][OH:13]. The yield is 0.830. (2) The reactants are [CH3:1][N:2]([CH3:16])[C:3]1[S:4][C@H:5]2[O:11][C@H:10]([CH2:12][OH:13])[C@@H:9]([OH:14])[C@H:8]([OH:15])[C@H:6]2[N:7]=1.[H-].[Na+].[CH:19]1[CH:24]=[CH:23][C:22]([CH2:25]Br)=[CH:21][CH:20]=1. The catalyst is CN(C=O)C. The product is [CH2:25]([O:14][C@@H:9]1[C@@H:10]([CH2:12][O:13][CH2:25][C:22]2[CH:23]=[CH:24][CH:19]=[CH:20][CH:21]=2)[O:11][C@H:5]2[C@H:6]([N:7]=[C:3]([N:2]([CH3:16])[CH3:1])[S:4]2)[C@H:8]1[O:15][CH2:25][C:22]1[CH:23]=[CH:24][CH:19]=[CH:20][CH:21]=1)[C:22]1[CH:23]=[CH:24][CH:19]=[CH:20][CH:21]=1. The yield is 0.800. (3) The reactants are F.F.F.C(N(CC)CC)C.[Si]([O:28][CH2:29][C@H:30]1[O:34][C@@H:33]([N:35]2[CH:42]=[C:41]([CH3:43])[C:39](=[O:40])[NH:38][C:36]2=[O:37])[C@H:32]([O:44][CH2:45][CH2:46][O:47][N:48]([CH3:50])[CH3:49])[C@@H:31]1[OH:51])(C(C)(C)C)(C1C=CC=CC=1)C1C=CC=CC=1.CO. The catalyst is C1COCC1.C(Cl)Cl. The product is [CH3:49][N:48]([CH3:50])[O:47][CH2:46][CH2:45][O:44][C@@H:32]1[C@H:31]([OH:51])[C@@H:30]([CH2:29][OH:28])[O:34][C@H:33]1[N:35]1[CH:42]=[C:41]([CH3:43])[C:39](=[O:40])[NH:38][C:36]1=[O:37]. The yield is 0.925. (4) The reactants are [Cl:1][C:2]1[N:7]=[C:6](S(C)=O)[N:5]=[C:4]2[N:11]([C:16]3[C:21]([F:22])=[CH:20][CH:19]=[CH:18][C:17]=3[F:23])[C:12](=[O:15])[NH:13][CH2:14][C:3]=12.[N:24]1([CH:29]2[CH2:34][CH2:33][NH:32][CH2:31][CH2:30]2)[CH2:28][CH2:27][CH2:26][CH2:25]1.C(N(CC)C(C)C)(C)C. The catalyst is C(Cl)Cl. The product is [Cl:1][C:2]1[N:7]=[C:6]([N:32]2[CH2:33][CH2:34][CH:29]([N:24]3[CH2:28][CH2:27][CH2:26][CH2:25]3)[CH2:30][CH2:31]2)[N:5]=[C:4]2[N:11]([C:16]3[C:21]([F:22])=[CH:20][CH:19]=[CH:18][C:17]=3[F:23])[C:12](=[O:15])[NH:13][CH2:14][C:3]=12. The yield is 0.810. (5) The reactants are [Cl:1][C:2]1[CH:3]=[CH:4][C:5]([O:17][CH2:18][C:19]2[CH:24]=[CH:23][C:22]([Cl:25])=[CH:21][CH:20]=2)=[C:6]([CH:16]=1)[CH2:7][N:8]1[C:12]([CH3:13])=[CH:11][C:10]([CH2:14][OH:15])=[N:9]1.CC(OI1(OC(C)=O)(OC(C)=O)OC(=O)C2C=CC=CC1=2)=O. The catalyst is C(Cl)Cl. The product is [Cl:1][C:2]1[CH:3]=[CH:4][C:5]([O:17][CH2:18][C:19]2[CH:20]=[CH:21][C:22]([Cl:25])=[CH:23][CH:24]=2)=[C:6]([CH:16]=1)[CH2:7][N:8]1[C:12]([CH3:13])=[CH:11][C:10]([CH:14]=[O:15])=[N:9]1. The yield is 0.640.